From a dataset of Catalyst prediction with 721,799 reactions and 888 catalyst types from USPTO. Predict which catalyst facilitates the given reaction. (1) Reactant: [Cl:1][C:2]1[CH:7]=[CH:6][N:5]=[C:4]2[N:8]([S:14]([C:17]3[CH:22]=[CH:21][CH:20]=[CH:19][CH:18]=3)(=[O:16])=[O:15])[CH:9]=[C:10]([C:11](=[O:13])[CH3:12])[C:3]=12.CO[CH:25](OC)[N:26]([CH3:28])[CH3:27]. Product: [Cl:1][C:2]1[CH:7]=[CH:6][N:5]=[C:4]2[N:8]([S:14]([C:17]3[CH:22]=[CH:21][CH:20]=[CH:19][CH:18]=3)(=[O:16])=[O:15])[CH:9]=[C:10]([C:11](=[O:13])/[CH:12]=[CH:25]/[N:26]([CH3:28])[CH3:27])[C:3]=12. The catalyst class is: 11. (2) Reactant: [NH2:1][C:2]1[C:7](=[O:8])[N:6]([CH3:9])[CH:5]=[C:4]([C:10]2[C:11]([CH3:28])=[C:12]([NH:16][C:17]([C:19]3[S:23][C:22]4[CH2:24][CH2:25][CH2:26][CH2:27][C:21]=4[CH:20]=3)=[O:18])[CH:13]=[CH:14][CH:15]=2)[CH:3]=1.Cl[C:30]1[N:35]=[CH:34][C:33]([CH:36]2[N:41]([CH3:42])[CH2:40][CH2:39][N:38]([CH3:43])[C:37]2=[O:44])=[CH:32][CH:31]=1.CC1(C)C2C=CC=C(P(C3C=CC=CC=3)C3C=CC=CC=3)C=2OC2C1=CC=CC=2P(C1C=CC=CC=1)C1C=CC=CC=1.C([O-])([O-])=O.[Cs+].[Cs+]. Product: [CH3:42][N:41]1[CH2:40][CH2:39][N:38]([CH3:43])[C:37](=[O:44])[CH:36]1[C:33]1[CH:32]=[CH:31][C:30]([NH:1][C:2]2[C:7](=[O:8])[N:6]([CH3:9])[CH:5]=[C:4]([C:10]3[C:11]([CH3:28])=[C:12]([NH:16][C:17]([C:19]4[S:23][C:22]5[CH2:24][CH2:25][CH2:26][CH2:27][C:21]=5[CH:20]=4)=[O:18])[CH:13]=[CH:14][CH:15]=3)[CH:3]=2)=[N:35][CH:34]=1. The catalyst class is: 62.